Dataset: Reaction yield outcomes from USPTO patents with 853,638 reactions. Task: Predict the reaction yield, written as a fraction of the theoretical maximum amount of product (1.0 means a 100% yield; for example, 0.34 means a 34% yield). The reactants are Br.[NH2:2][C:3]1[C:11]([OH:12])=[C:10]2[C:6]([CH2:7][CH2:8][C:9]2=[O:13])=[CH:5][CH:4]=1.[CH:14](OCC)(OCC)OCC. The catalyst is O1CCCC1.C(OCC)(=O)C. The product is [O:12]1[C:11]2[C:10]3[C:9](=[O:13])[CH2:8][CH2:7][C:6]=3[CH:5]=[CH:4][C:3]=2[N:2]=[CH:14]1. The yield is 3.62.